From a dataset of HIV replication inhibition screening data with 41,000+ compounds from the AIDS Antiviral Screen. Binary Classification. Given a drug SMILES string, predict its activity (active/inactive) in a high-throughput screening assay against a specified biological target. (1) The compound is CC(=O)Nc1ccc(C(=O)NN2C(=O)C(Cl)C2=Cc2ccco2)cc1. The result is 0 (inactive). (2) The molecule is O=C(NNC(=S)Nc1ccccc1)c1cc(-c2ccccc2)nc2ccccc12. The result is 0 (inactive). (3) The molecule is Cc1c(-c2ccccc2)nn(C2=NCCN2)c1O. The result is 0 (inactive). (4) The result is 0 (inactive). The compound is COC1CCC2=CCC3C(=O)N(c4ccccc4)C(=O)C3C21. (5) The drug is CCOC(=O)C1(C(=O)OCC)CCC(C(OC)OC)C(CC(=O)OC)C1. The result is 0 (inactive). (6) The drug is Cc1ccc(C)c(NC(=O)C(=O)C(c2cnc3ccc([N+](=O)[O-])cc3n2)[N+](=O)[O-])c1. The result is 0 (inactive).